This data is from Forward reaction prediction with 1.9M reactions from USPTO patents (1976-2016). The task is: Predict the product of the given reaction. (1) The product is: [OH:1][CH2:2][CH2:3][N:4]1[CH:8]=[C:7]([C:9]2[C:18]3[CH2:17][CH2:16][C@H:15]4[C@H:19]([CH3:26])[C:20](=[O:25])[C:21]([C:23]#[N:24])=[CH:22][C@:14]4([C:27]4[CH:28]=[CH:29][CH:30]=[CH:31][CH:32]=4)[C:13]=3[N:12]=[C:11]([CH3:33])[N:10]=2)[CH:6]=[N:5]1. Given the reactants [OH:1][CH2:2][CH2:3][N:4]1[CH:8]=[C:7]([C:9]2[C:18]3[CH2:17][CH2:16][C@H:15]4[C@H:19]([CH3:26])[C:20](=[O:25])[CH:21]([C:23]#[N:24])[CH2:22][C@:14]4([C:27]4[CH:32]=[CH:31][CH:30]=[CH:29][CH:28]=4)[C:13]=3[N:12]=[C:11]([CH3:33])[N:10]=2)[CH:6]=[N:5]1, predict the reaction product. (2) Given the reactants [Cl:1][C:2]1[CH:7]=[CH:6][C:5]([C:8]([C:10]2[CH:15]=[CH:14][C:13]([Cl:16])=[CH:12][CH:11]=2)=O)=[CH:4][CH:3]=1.C1(P(=[CH:36][C:37]([O:39][CH3:40])=[O:38])(C2C=CC=CC=2)C2C=CC=CC=2)C=CC=CC=1, predict the reaction product. The product is: [Cl:1][C:2]1[CH:7]=[CH:6][C:5]([C:8]([C:10]2[CH:15]=[CH:14][C:13]([Cl:16])=[CH:12][CH:11]=2)=[CH:36][C:37]([O:39][CH3:40])=[O:38])=[CH:4][CH:3]=1. (3) Given the reactants [CH:1]1([S:4]([N:7]2[CH2:12][CH2:11][N:10]([CH2:13][CH2:14][NH:15][C@:16]34[CH2:50][CH2:49][C@@H:48]([C:51]([CH3:53])=[CH2:52])[C@@H:17]3[C@@H:18]3[C@@:31]([CH3:34])([CH2:32][CH2:33]4)[C@@:30]4([CH3:35])[C@@H:21]([C@:22]5([CH3:47])[C@@H:27]([CH2:28][CH2:29]4)[C:26]([CH3:37])([CH3:36])[C:25]([C:38]4[CH:46]=[CH:45][C:41]([C:42]([OH:44])=[O:43])=[CH:40][CH:39]=4)=[CH:24][CH2:23]5)[CH2:20][CH2:19]3)[CH2:9][CH2:8]2)(=[O:6])=[O:5])[CH2:3][CH2:2]1.CC(S(Cl)(=O)=O)C, predict the reaction product. The product is: [CH:1]([S:4]([N:7]1[CH2:12][CH2:11][N:10]([CH2:13][CH2:14][NH:15][C@:16]23[CH2:50][CH2:49][C@@H:48]([C:51]([CH3:53])=[CH2:52])[C@@H:17]2[C@@H:18]2[C@@:31]([CH3:34])([CH2:32][CH2:33]3)[C@@:30]3([CH3:35])[C@@H:21]([C@:22]4([CH3:47])[C@@H:27]([CH2:28][CH2:29]3)[C:26]([CH3:36])([CH3:37])[C:25]([C:38]3[CH:46]=[CH:45][C:41]([C:42]([OH:44])=[O:43])=[CH:40][CH:39]=3)=[CH:24][CH2:23]4)[CH2:20][CH2:19]2)[CH2:9][CH2:8]1)(=[O:5])=[O:6])([CH3:3])[CH3:2].